Dataset: Full USPTO retrosynthesis dataset with 1.9M reactions from patents (1976-2016). Task: Predict the reactants needed to synthesize the given product. (1) Given the product [C:8]([C:6]1[N:5]=[C:4]([C:13]([O:15][CH3:16])=[O:14])[C:3]([O:17][CH3:18])=[C:2]([NH2:1])[CH:7]=1)(=[O:10])[CH3:9], predict the reactants needed to synthesize it. The reactants are: [NH2:1][C:2]1[CH:7]=[C:6]([C:8]([O:10]CC)=[CH2:9])[N:5]=[C:4]([C:13]([O:15][CH3:16])=[O:14])[C:3]=1[O:17][CH3:18].Cl. (2) Given the product [C:1]([O:5][C:6]([N:8]1[CH2:9][CH:10]([CH2:12][C:13]2[CH:18]=[CH:17][CH:16]=[CH:15][N:14]=2)[CH2:11]1)=[O:7])([CH3:4])([CH3:2])[CH3:3], predict the reactants needed to synthesize it. The reactants are: [C:1]([O:5][C:6]([N:8]1[CH2:11][CH:10]([C:12](SC)(OC(O)=S)[C:13]2[CH:18]=[CH:17][CH:16]=[CH:15][N:14]=2)[CH2:9]1)=[O:7])([CH3:4])([CH3:3])[CH3:2].CC(N=NC(C#N)(C)C)(C#N)C.[SnH](CCCC)(CCCC)CCCC. (3) Given the product [CH2:9]([O:8][C:6]([NH:3][C:2]1[S:1][N:12]=[N:11][C:13]=1[C:14]([O:16][CH2:17][CH3:18])=[O:15])=[O:7])[CH3:10], predict the reactants needed to synthesize it. The reactants are: [S-:1][C:2]#[N:3].[Na+].Cl[C:6]([O:8][CH2:9][CH3:10])=[O:7].[N+:11](=[CH:13][C:14]([O:16][CH2:17][CH3:18])=[O:15])=[N-:12].Cl.